Dataset: Reaction yield outcomes from USPTO patents with 853,638 reactions. Task: Predict the reaction yield, written as a fraction of the theoretical maximum amount of product (1.0 means a 100% yield; for example, 0.34 means a 34% yield). The reactants are CO[CH2:3][N:4]([CH2:10][C:11]1[CH:16]=[CH:15][CH:14]=[CH:13][CH:12]=1)[CH2:5][Si](C)(C)C.[F:17][C:18]1[CH:23]=[C:22]([F:24])[CH:21]=[CH:20][C:19]=1/[CH:25]=[CH:26]/[C:27](=[O:29])[CH3:28]. The catalyst is C(Cl)Cl.FC(F)(F)C(O)=O. The product is [CH2:10]([N:4]1[CH2:3][CH:25]([C:19]2[CH:20]=[CH:21][C:22]([F:24])=[CH:23][C:18]=2[F:17])[CH:26]([C:27](=[O:29])[CH3:28])[CH2:5]1)[C:11]1[CH:12]=[CH:13][CH:14]=[CH:15][CH:16]=1. The yield is 0.890.